Task: Predict the reactants needed to synthesize the given product.. Dataset: Full USPTO retrosynthesis dataset with 1.9M reactions from patents (1976-2016) (1) Given the product [C:12]([C:11]1[CH:14]=[CH:15][C:8]([N:16]2[CH2:21][CH2:20][O:19][CH2:18][CH2:17]2)=[CH:9][CH:10]=1)#[N:13], predict the reactants needed to synthesize it. The reactants are: CC([O-])(C)C.[Na+].Cl[C:8]1[CH:15]=[CH:14][C:11]([C:12]#[N:13])=[CH:10][CH:9]=1.[NH:16]1[CH2:21][CH2:20][O:19][CH2:18][CH2:17]1. (2) Given the product [CH3:34][C:33]([CH3:36])([CH3:35])[CH2:32][N:30]1[C:31]([CH:21]([NH:9][CH2:8][CH2:7][CH2:6][N:1]2[CH:5]=[CH:4][N:3]=[CH:2]2)[C:18]2[CH:17]=[CH:16][C:15]3[C:20](=[C:11]([OH:10])[CH:12]=[CH:13][CH:14]=3)[N:19]=2)=[N:29][N:28]=[N:27]1, predict the reactants needed to synthesize it. The reactants are: [N:1]1([CH2:6][CH2:7][CH2:8][NH2:9])[CH:5]=[CH:4][N:3]=[CH:2]1.[OH:10][C:11]1[CH:12]=[CH:13][CH:14]=[C:15]2[C:20]=1[N:19]=[C:18]([CH:21]=O)[CH:17]=[CH:16]2.C[Si]([N:27]=[N+:28]=[N-:29])(C)C.[N+:30]([CH2:32][C:33]([CH3:36])([CH3:35])[CH3:34])#[C-:31]. (3) Given the product [NH2:52][C:50]1[CH:49]=[CH:48][C:47]([CH3:55])=[C:46]([C:44]([C:31]2[CH:32]=[CH:33][C:34]([NH:36][C:37]3[CH:38]=[C:39]([CH3:43])[CH:40]=[CH:41][CH:42]=3)=[CH:35][C:30]=2[Cl:29])=[O:45])[CH:51]=1, predict the reactants needed to synthesize it. The reactants are: NC1C=CC(C)=C(C(C2C=CC(NC3C=CC(C(F)(F)F)=CC=3)=CC=2Cl)=O)C=1.[Cl:29][C:30]1[CH:35]=[C:34]([NH:36][C:37]2[CH:38]=[C:39]([CH3:43])[CH:40]=[CH:41][CH:42]=2)[CH:33]=[CH:32][C:31]=1[C:44]([C:46]1[CH:51]=[C:50]([N+:52]([O-])=O)[CH:49]=[CH:48][C:47]=1[CH3:55])=[O:45]. (4) Given the product [CH3:5][C:2]([C:6]1[S:7][C:8]([C:11]2[CH:16]=[CH:15][CH:14]=[CH:13][CH:12]=2)=[CH:9][N:10]=1)([CH3:1])[CH2:3][NH:4][C:27](=[O:28])[C:26]1[CH:30]=[CH:31][CH:32]=[C:24]([C:21]2[N:20]=[C:19]([C:18]([F:34])([F:33])[F:17])[O:23][N:22]=2)[CH:25]=1, predict the reactants needed to synthesize it. The reactants are: [CH3:1][C:2]([C:6]1[S:7][C:8]([C:11]2[CH:16]=[CH:15][CH:14]=[CH:13][CH:12]=2)=[CH:9][N:10]=1)([CH3:5])[CH2:3][NH2:4].[F:17][C:18]([F:34])([F:33])[C:19]1[O:23][N:22]=[C:21]([C:24]2[CH:25]=[C:26]([CH:30]=[CH:31][CH:32]=2)[C:27](O)=[O:28])[N:20]=1. (5) Given the product [CH:33]12[CH2:40][CH2:39][CH:36]([CH2:37][CH2:38]1)[CH2:35][N:34]2[C:29]([C:6]1[O:7][C:8]2=[N:9][C:10]([C:21]3[CH:26]=[CH:25][C:24]([Cl:27])=[CH:23][C:22]=3[Cl:28])=[C:11]([C:14]3[CH:19]=[CH:18][C:17]([Cl:20])=[CH:16][CH:15]=3)[CH:12]=[C:13]2[C:5]=1[NH:4][C:1](=[O:3])[CH3:2])=[O:30], predict the reactants needed to synthesize it. The reactants are: [C:1]([NH:4][C:5]1[C:13]2[C:8](=[N:9][C:10]([C:21]3[CH:26]=[CH:25][C:24]([Cl:27])=[CH:23][C:22]=3[Cl:28])=[C:11]([C:14]3[CH:19]=[CH:18][C:17]([Cl:20])=[CH:16][CH:15]=3)[CH:12]=2)[O:7][C:6]=1[C:29](O)=[O:30])(=[O:3])[CH3:2].Cl.[CH:33]12[CH2:40][CH2:39][CH:36]([CH2:37][CH2:38]1)[CH2:35][NH:34]2.C(Cl)CCl.CN1CCOCC1.